Dataset: Reaction yield outcomes from USPTO patents with 853,638 reactions. Task: Predict the reaction yield, written as a fraction of the theoretical maximum amount of product (1.0 means a 100% yield; for example, 0.34 means a 34% yield). (1) The reactants are [NH2:1][C:2]1[N:10]=[C:9]([NH:11][CH2:12][CH2:13][CH2:14][CH3:15])[N:8]=[C:7]2[C:3]=1[N:4]=[CH:5][N:6]2[CH2:16][C:17]1[CH:26]=[CH:25][C:20]([C:21]([O:23][CH3:24])=[O:22])=[CH:19][CH:18]=1.[Br:27]Br.[O-]S([O-])(=S)=O.[Na+].[Na+]. The catalyst is C(Cl)(Cl)Cl. The product is [NH2:1][C:2]1[N:10]=[C:9]([NH:11][CH2:12][CH2:13][CH2:14][CH3:15])[N:8]=[C:7]2[C:3]=1[N:4]=[C:5]([Br:27])[N:6]2[CH2:16][C:17]1[CH:18]=[CH:19][C:20]([C:21]([O:23][CH3:24])=[O:22])=[CH:25][CH:26]=1. The yield is 0.860. (2) The reactants are [Br:1]C1C=C(OC)C(N2CCN(C)CC2)=NC=1.[CH3:17][C@@H:18]1[N:23]([C:24]2[CH:29]=[C:28]([O:30][CH2:31][CH2:32][N:33]3[CH2:38][CH2:37][O:36][CH2:35][CH2:34]3)[CH:27]=[CH:26][N:25]=2)[CH2:22][CH2:21][N:20]([C:39]([O:41][C:42]([CH3:45])([CH3:44])[CH3:43])=[O:40])[CH2:19]1. No catalyst specified. The product is [Br:1][C:27]1[C:28]([O:30][CH2:31][CH2:32][N:33]2[CH2:34][CH2:35][O:36][CH2:37][CH2:38]2)=[CH:29][C:24]([N:23]2[CH2:22][CH2:21][N:20]([C:39]([O:41][C:42]([CH3:44])([CH3:43])[CH3:45])=[O:40])[CH2:19][C@@H:18]2[CH3:17])=[N:25][CH:26]=1. The yield is 0.710.